From a dataset of Catalyst prediction with 721,799 reactions and 888 catalyst types from USPTO. Predict which catalyst facilitates the given reaction. (1) Reactant: Cl[C:2]1[N:7]2[CH:8]=[CH:9][N:10]=[C:6]2[CH:5]=[C:4]([C:11]2[CH:16]=[CH:15][C:14]([O:17][CH3:18])=[C:13]([O:19][CH3:20])[CH:12]=2)[N:3]=1.[NH2:21][CH2:22][C:23]1[CH:28]=[CH:27][N:26]=[CH:25][CH:24]=1.C(N(C(C)C)CC)(C)C. Product: [CH3:20][O:19][C:13]1[CH:12]=[C:11]([C:4]2[N:3]=[C:2]([NH:21][CH2:22][C:23]3[CH:28]=[CH:27][N:26]=[CH:25][CH:24]=3)[N:7]3[CH:8]=[CH:9][N:10]=[C:6]3[CH:5]=2)[CH:16]=[CH:15][C:14]=1[O:17][CH3:18]. The catalyst class is: 41. (2) Reactant: [Cl:1][C:2]1[N:7]=[C:6]([NH:8][C@@H:9]2[CH2:14][CH2:13][CH2:12][N:11](C(OC(C)(C)C)=O)[CH2:10]2)[C:5]([F:22])=[CH:4][N:3]=1.C(O)(C(F)(F)F)=O. Product: [Cl:1][C:2]1[N:7]=[C:6]([NH:8][C@@H:9]2[CH2:14][CH2:13][CH2:12][NH:11][CH2:10]2)[C:5]([F:22])=[CH:4][N:3]=1. The catalyst class is: 2. (3) Reactant: [Cl:1][C:2]1[N:6]2[CH:7]=[C:8]([C:15]3[CH:19]=[CH:18][O:17][CH:16]=3)[CH:9]=[C:10]([C:11]([F:14])([F:13])[F:12])[C:5]2=[N:4][C:3]=1[C:20]([N:22]1[CH2:26][CH2:25][CH:24]([C:27]2[CH:32]=[CH:31][CH:30]=[C:29]([F:33])[CH:28]=2)[CH2:23]1)=O.COC1C=CC(P2(SP(C3C=CC(OC)=CC=3)(=S)S2)=[S:43])=CC=1. Product: [Cl:1][C:2]1[N:6]2[CH:7]=[C:8]([C:15]3[CH:19]=[CH:18][O:17][CH:16]=3)[CH:9]=[C:10]([C:11]([F:14])([F:13])[F:12])[C:5]2=[N:4][C:3]=1[C:20]([N:22]1[CH2:26][CH2:25][CH:24]([C:27]2[CH:32]=[CH:31][CH:30]=[C:29]([F:33])[CH:28]=2)[CH2:23]1)=[S:43]. The catalyst class is: 1. (4) Reactant: [CH2:1]([C:5]1[CH:13]=[CH:12][C:8]([C:9]([OH:11])=O)=[CH:7][CH:6]=1)[CH:2]([CH3:4])[CH3:3].ON1C2C=CC=CC=2N=N1.F[B-](F)(F)F.N1(OC(N(C)C)=[N+](C)C)C2C=CC=CC=2N=N1.C(N(C(C)C)CC)(C)C.[NH2:55][C:56](=[N:68]O)[C:57]1[N:58]=[CH:59][C:60]([C:63]([O:65][CH2:66][CH3:67])=[O:64])=[N:61][CH:62]=1. Product: [CH2:1]([C:5]1[CH:6]=[CH:7][C:8]([C:9]2[O:11][N:55]=[C:56]([C:57]3[N:58]=[CH:59][C:60]([C:63]([O:65][CH2:66][CH3:67])=[O:64])=[N:61][CH:62]=3)[N:68]=2)=[CH:12][CH:13]=1)[CH:2]([CH3:3])[CH3:4]. The catalyst class is: 12. (5) Reactant: CO[C:3](=[O:22])[CH:4]([NH:8][S:9]([C:12]1[CH:21]=[CH:20][C:15]([C:16]([O:18]C)=O)=[CH:14][CH:13]=1)(=[O:11])=[O:10])[CH2:5][CH:6]=[CH2:7].[CH:36]1[CH:41]=[CH:40][C:39](P([C:36]2[CH:41]=[CH:40][CH:39]=[CH:38][CH:37]=2)[C:36]2[CH:41]=[CH:40][CH:39]=[CH:38][CH:37]=2)=[CH:38][CH:37]=1.C[CH:43]([OH:45])[CH3:44].C[CH:57]([O:56][C:54](/[N:53]=[N:53]/[C:54]([O:56][CH:57](C)C)=[O:55])=[O:55])C. Product: [OH:22][CH2:3][C@@H:4]([N:8]([S:9]([C:12]1[CH:13]=[CH:14][C:15]([CH2:16][OH:18])=[CH:20][CH:21]=1)(=[O:10])=[O:11])[CH:6]([CH3:7])[CH3:5])[CH2:5][CH2:6][CH2:7][C@@H:4]([NH:8][C:43](=[O:45])[C@H:44]([CH:16]([C:36]1[CH:37]=[CH:38][CH:39]=[CH:40][CH:41]=1)[C:15]1[CH:20]=[CH:21][CH:12]=[CH:13][CH:14]=1)[NH:53][C:54]([O:56][CH3:57])=[O:55])[CH3:3]. The catalyst class is: 1. (6) Reactant: [F:1][C:2]([F:27])([F:26])[C:3]1[CH:8]=[CH:7][C:6]([C:9]2N=N[C:12]([C:15]([O:17][CH2:18][CH3:19])=[O:16])=[N:11][C:10]=2[C:20]2[CH:25]=[CH:24][CH:23]=[CH:22][CH:21]=2)=[CH:5][CH:4]=1.[CH:28](N1CCCC1)=[CH2:29]. Product: [C:20]1([C:10]2[N:11]=[C:12]([C:15]([O:17][CH2:18][CH3:19])=[O:16])[CH:29]=[CH:28][C:9]=2[C:6]2[CH:7]=[CH:8][C:3]([C:2]([F:27])([F:26])[F:1])=[CH:4][CH:5]=2)[CH:25]=[CH:24][CH:23]=[CH:22][CH:21]=1. The catalyst class is: 22. (7) Reactant: O[C:2]([C:5]1[CH:12]=[CH:11][C:8]([C:9]#[N:10])=[CH:7][CH:6]=1)([CH3:4])[CH3:3].C(N(S(F)(F)[F:19])CC)C. Product: [F:19][C:2]([C:5]1[CH:12]=[CH:11][C:8]([C:9]#[N:10])=[CH:7][CH:6]=1)([CH3:4])[CH3:3]. The catalyst class is: 46. (8) Reactant: [NH2:1][C:2]1[CH:3]=[CH:4][C:5]([O:20][CH3:21])=[C:6]([NH:8][S:9]([C:12]2[CH:17]=[CH:16][C:15]([Br:18])=[CH:14][C:13]=2[Cl:19])(=[O:11])=[O:10])[CH:7]=1.N1C=CC=CC=1.[CH3:28][C:29]([C:32](Cl)=[O:33])([CH3:31])[NH2:30]. Product: [Br:18][C:15]1[CH:16]=[CH:17][C:12]([S:9]([NH:8][C:6]2[CH:7]=[C:2]([NH:1][C:32](=[O:33])[C:29]([CH3:31])([CH3:28])[NH2:30])[CH:3]=[CH:4][C:5]=2[O:20][CH3:21])(=[O:11])=[O:10])=[C:13]([Cl:19])[CH:14]=1. The catalyst class is: 4. (9) Reactant: [NH2:1][C:2]1[C:7]2[N:8]([C:11]3[CH:16]=[CH:15][CH:14]=[CH:13][CH:12]=3)[CH:9]=[N:10][C:6]=2[CH:5]=[C:4]([C:17]([F:20])([F:19])[F:18])[CH:3]=1.[CH:21](=O)[C:22]1[CH:27]=[CH:26][CH:25]=[CH:24][CH:23]=1.C1(C)C=CC(S(O)(=O)=O)=CC=1. Product: [CH:21](=[N:1][C:2]1[C:7]2[N:8]([C:11]3[CH:16]=[CH:15][CH:14]=[CH:13][CH:12]=3)[CH:9]=[N:10][C:6]=2[CH:5]=[C:4]([C:17]([F:20])([F:19])[F:18])[CH:3]=1)[C:22]1[CH:27]=[CH:26][CH:25]=[CH:24][CH:23]=1. The catalyst class is: 11. (10) Reactant: Cl[C:2]1[C:11]2[C:6](=[CH:7][CH:8]=[CH:9][CH:10]=2)[N:5]=[C:4]([CH3:12])[N:3]=1.[F:13][CH:14]([F:23])[O:15][C:16]1[CH:21]=[CH:20][C:19]([NH2:22])=[CH:18][CH:17]=1.C([O-])(=O)C.[Na+]. Product: [F:13][CH:14]([F:23])[O:15][C:16]1[CH:17]=[CH:18][C:19]([NH:22][C:2]2[C:11]3[C:6](=[CH:7][CH:8]=[CH:9][CH:10]=3)[N:5]=[C:4]([CH3:12])[N:3]=2)=[CH:20][CH:21]=1. The catalyst class is: 13.